The task is: Regression. Given a peptide amino acid sequence and an MHC pseudo amino acid sequence, predict their binding affinity value. This is MHC class II binding data.. This data is from Peptide-MHC class II binding affinity with 134,281 pairs from IEDB. (1) The peptide sequence is AAAAPAAVGAAVGGT. The MHC is HLA-DQA10401-DQB10402 with pseudo-sequence HLA-DQA10401-DQB10402. The binding affinity (normalized) is 0.319. (2) The peptide sequence is AGWLAFFRDLVARGL. The MHC is HLA-DPA10201-DPB10501 with pseudo-sequence HLA-DPA10201-DPB10501. The binding affinity (normalized) is 0.459. (3) The peptide sequence is KMIGGIGGFIKVRQYDQITI. The MHC is HLA-DQA10501-DQB10201 with pseudo-sequence HLA-DQA10501-DQB10201. The binding affinity (normalized) is 0.174. (4) The peptide sequence is FKVAATAAATAPADDKFTVF. The MHC is HLA-DPA10103-DPB10301 with pseudo-sequence HLA-DPA10103-DPB10301. The binding affinity (normalized) is 0.603. (5) The peptide sequence is EMETESWIVDRQWAQ. The MHC is DRB1_0701 with pseudo-sequence DRB1_0701. The binding affinity (normalized) is 0.330. (6) The peptide sequence is YDSNIMNSINNVMDE. The MHC is HLA-DQA10401-DQB10402 with pseudo-sequence HLA-DQA10401-DQB10402. The binding affinity (normalized) is 0.416. (7) The peptide sequence is AEKFKEDVINDFVSS. The MHC is DRB1_0901 with pseudo-sequence DRB1_0901. The binding affinity (normalized) is 0.351. (8) The peptide sequence is YVLQAGFFLLTRILT. The binding affinity (normalized) is 0.846. The MHC is HLA-DPA10103-DPB10401 with pseudo-sequence HLA-DPA10103-DPB10401.